This data is from Forward reaction prediction with 1.9M reactions from USPTO patents (1976-2016). The task is: Predict the product of the given reaction. (1) Given the reactants CO[C:3]([C:5]1[CH:10]=[CH:9][C:8]([Br:11])=[CH:7][N:6]=1)=[O:4].[Li+].[OH-].C(Cl)(=O)C(Cl)=O.[CH:20]1([NH2:23])[CH2:22][CH2:21]1, predict the reaction product. The product is: [CH:20]1([NH:23][C:3]([C:5]2[CH:10]=[CH:9][C:8]([Br:11])=[CH:7][N:6]=2)=[O:4])[CH2:22][CH2:21]1. (2) Given the reactants FC(F)(F)C(O)=O.[NH2:8][CH2:9][CH2:10][CH2:11][C:12]([N:14]([C:27]1[N:53]=[C:30]2[CH:31]=[CH:32][C:33]([C:35]3[CH:40]=[CH:39][C:38]([NH:41][C:42](=[O:52])[C@@H:43]([C:45]4[CH:50]=[CH:49][C:48]([F:51])=[CH:47][CH:46]=4)[CH3:44])=[CH:37][CH:36]=3)=[CH:34][N:29]2[N:28]=1)[C:15]1[CH:20]=[CH:19][C:18]([S:21]([CH3:24])(=[O:23])=[O:22])=[CH:17][C:16]=1[O:25][CH3:26])=[O:13].[ClH:54], predict the reaction product. The product is: [ClH:54].[NH2:8][CH2:9][CH2:10][CH2:11][C:12]([N:14]([C:27]1[N:53]=[C:30]2[CH:31]=[CH:32][C:33]([C:35]3[CH:40]=[CH:39][C:38]([NH:41][C:42](=[O:52])[C@@H:43]([C:45]4[CH:46]=[CH:47][C:48]([F:51])=[CH:49][CH:50]=4)[CH3:44])=[CH:37][CH:36]=3)=[CH:34][N:29]2[N:28]=1)[C:15]1[CH:20]=[CH:19][C:18]([S:21]([CH3:24])(=[O:23])=[O:22])=[CH:17][C:16]=1[O:25][CH3:26])=[O:13]. (3) Given the reactants [CH2:1]1[CH2:10][O:9][C:8]2[CH:7]=[CH:6][C:5]([NH:11][C:12]3[C:17]([F:18])=[CH:16][N:15]=[C:14]([NH:19][C:20]4[CH:25]=[CH:24][CH:23]=[C:22](O)[CH:21]=4)[N:13]=3)=[CH:4][C:3]=2[O:2]1.ClC1N=C(NC2C=CC3OCCOC=3C=2)[C:31](F)=[CH:30][N:29]=1.NC1C=C2C(=CC=1)NC=C2, predict the reaction product. The product is: [CH2:1]1[CH2:10][O:9][C:8]2[CH:7]=[CH:6][C:5]([NH:11][C:12]3[C:17]([F:18])=[CH:16][N:15]=[C:14]([NH:19][C:20]4[CH:21]=[C:22]5[C:23](=[CH:24][CH:25]=4)[NH:29][CH:30]=[CH:31]5)[N:13]=3)=[CH:4][C:3]=2[O:2]1. (4) Given the reactants [CH2:1]([S:8][C:9]1[N:10]=[C:11](Cl)[C:12]2[S:17][C:16]([NH2:18])=[N:15][C:13]=2[N:14]=1)[C:2]1[CH:7]=[CH:6][CH:5]=[CH:4][CH:3]=1.[CH3:20][NH:21][C@@H:22]([CH2:27][OH:28])[CH2:23][CH:24]([CH3:26])[CH3:25], predict the reaction product. The product is: [NH2:18][C:16]1[S:17][C:12]2[C:11]([N:21]([CH3:20])[C@H:22]([CH2:23][CH:24]([CH3:26])[CH3:25])[CH2:27][OH:28])=[N:10][C:9]([S:8][CH2:1][C:2]3[CH:7]=[CH:6][CH:5]=[CH:4][CH:3]=3)=[N:14][C:13]=2[N:15]=1.